This data is from Reaction yield outcomes from USPTO patents with 853,638 reactions. The task is: Predict the reaction yield, written as a fraction of the theoretical maximum amount of product (1.0 means a 100% yield; for example, 0.34 means a 34% yield). (1) The reactants are Br[C:2]1[CH:7]=[C:6]([N+:8]([O-:10])=[O:9])[CH:5]=[C:4]([F:11])[CH:3]=1.C([O-])(=O)C.[K+].[B:17]1([B:17]2[O:22][CH2:21][C:20]([CH3:24])([CH3:23])[CH2:19][O:18]2)[O:22][CH2:21][C:20]([CH3:24])([CH3:23])[CH2:19][O:18]1. The catalyst is O1CCOCC1.C1C=CC([PH+]([C]2[CH][CH][CH][CH]2)C2C=CC=CC=2)=CC=1.C1C=CC([PH+]([C]2[CH][CH][CH][CH]2)C2C=CC=CC=2)=CC=1.C(Cl)Cl.Cl[Pd]Cl.[Fe]. The product is [F:11][C:4]1[CH:3]=[C:2]([B:17]2[O:22][CH2:21][C:20]([CH3:24])([CH3:23])[CH2:19][O:18]2)[CH:7]=[C:6]([N+:8]([O-:10])=[O:9])[CH:5]=1. The yield is 0.740. (2) The reactants are [CH:1]([N:3]([CH2:5][C:6](O)=O)[CH3:4])=O.[C:9]([O:13][CH2:14][CH3:15])(=[O:12])[C:10]#[CH:11].C(OC(=O)C)(=O)C. No catalyst specified. The product is [CH2:5]([N:3]1[CH:1]=[CH:11][C:10]([C:9]([O:13][CH2:14][CH3:15])=[O:12])=[CH:4]1)[CH3:6]. The yield is 0.713. (3) The reactants are [CH:1]1([NH2:7])[CH2:6][CH2:5][CH2:4][CH2:3][CH2:2]1.C([O:10][C:11]([C:13]1[C:14](=[O:32])[N:15]([CH2:24][C:25]2[CH:30]=[CH:29][C:28]([F:31])=[CH:27][CH:26]=2)[C:16]2[C:21]([C:22]=1[OH:23])=[CH:20][CH:19]=[CH:18][CH:17]=2)=O)C. The catalyst is C1(C)C=CC=CC=1.O. The product is [CH:1]1([NH:7][C:11]([C:13]2[C:14](=[O:32])[N:15]([CH2:24][C:25]3[CH:26]=[CH:27][C:28]([F:31])=[CH:29][CH:30]=3)[C:16]3[C:21]([C:22]=2[OH:23])=[CH:20][CH:19]=[CH:18][CH:17]=3)=[O:10])[CH2:6][CH2:5][CH2:4][CH2:3][CH2:2]1. The yield is 0.870. (4) The reactants are N#N.CCN=C=NCCCN(C)C.Cl.CCN(CC)CC.[CH3:22][O:23][C:24]1[CH:25]=[C:26]([CH2:34][CH2:35][C:36]([OH:38])=O)[CH:27]=[C:28]([O:32][CH3:33])[C:29]=1[O:30][CH3:31].[N+:39]([C:42]1[CH:43]=[C:44]([NH2:48])[CH:45]=[CH:46][CH:47]=1)([O-:41])=[O:40]. The catalyst is ClCCl.CN(C1C=CN=CC=1)C. The product is [N+:39]([C:42]1[CH:43]=[C:44]([NH:48][C:36](=[O:38])[CH2:35][CH2:34][C:26]2[CH:27]=[C:28]([O:32][CH3:33])[C:29]([O:30][CH3:31])=[C:24]([O:23][CH3:22])[CH:25]=2)[CH:45]=[CH:46][CH:47]=1)([O-:41])=[O:40]. The yield is 0.700. (5) The reactants are [C:1]([C:5]1[N:10]=[C:9]([N:11]2[CH2:16][CH2:15][N:14]([CH2:17][CH2:18][CH2:19][CH2:20][NH2:21])[CH2:13][CH2:12]2)[CH:8]=[C:7]([C:22]([F:25])([F:24])[F:23])[N:6]=1)([CH3:4])([CH3:3])[CH3:2].C1N=CN([C:31](N2C=NC=C2)=[O:32])C=1.[NH:38]1[C:47]2[C:42](=[CH:43][CH:44]=[CH:45][CH:46]=2)[CH2:41][CH2:40][CH2:39]1. The catalyst is C(Cl)(Cl)Cl.CO. The product is [C:1]([C:5]1[N:10]=[C:9]([N:11]2[CH2:16][CH2:15][N:14]([CH2:17][CH2:18][CH2:19][CH2:20][NH:21][C:31]([N:38]3[C:47]4[C:42](=[CH:43][CH:44]=[CH:45][CH:46]=4)[CH2:41][CH2:40][CH2:39]3)=[O:32])[CH2:13][CH2:12]2)[CH:8]=[C:7]([C:22]([F:24])([F:25])[F:23])[N:6]=1)([CH3:4])([CH3:2])[CH3:3]. The yield is 0.350. (6) The reactants are C1(S([N:10]2[C:14]3=[N:15][CH:16]=[C:17]([C:19]4[CH:24]=[CH:23][C:22]([N:25]([CH3:27])[CH3:26])=[CH:21][CH:20]=4)[CH:18]=[C:13]3[C:12]([C:28]3[N:29]=[CH:30][NH:31][CH:32]=3)=[CH:11]2)(=O)=O)C=CC=CC=1.[OH-].[Na+]. The catalyst is CCO. The product is [NH:31]1[CH:32]=[C:28]([C:12]2[C:13]3[C:14](=[N:15][CH:16]=[C:17]([C:19]4[CH:20]=[CH:21][C:22]([N:25]([CH3:27])[CH3:26])=[CH:23][CH:24]=4)[CH:18]=3)[NH:10][CH:11]=2)[N:29]=[CH:30]1. The yield is 0.260. (7) The reactants are [NH2:1][C:2]1[C:10]2[N:9]=[CH:8][N:7]([C:11]3[CH:18]=[CH:17][C:14]([C:15]#[N:16])=[CH:13][CH:12]=3)[C:6]=2[CH:5]=[CH:4][CH:3]=1.C(O[BH-](OC(=O)C)OC(=O)C)(=O)C.[Na+].[CH:33](=O)[CH:34]([CH3:36])[CH3:35].C(O)(=O)C. The catalyst is ClCCl. The product is [CH3:33][CH:34]([CH3:36])[CH2:35][NH:1][C:2]1[C:10]2[N:9]=[CH:8][N:7]([C:11]3[CH:18]=[CH:17][C:14]([C:15]#[N:16])=[CH:13][CH:12]=3)[C:6]=2[CH:5]=[CH:4][CH:3]=1. The yield is 0.623. (8) The reactants are [NH2:1][C:2]1[C:11]2[CH:10]=[CH:9][CH:8]=[C:7](Br)[C:6]=2[N:5]=[C:4]2[CH2:13][N:14]([CH:17]3[CH2:20][CH2:19][CH2:18]3)[C:15](=[O:16])[C:3]=12.C([Sn](CCCC)(CCCC)[C:26]1[CH:31]=[N:30][CH:29]=[CH:28][N:27]=1)CCC. No catalyst specified. The product is [NH2:1][C:2]1[C:11]2[CH:10]=[CH:9][CH:8]=[C:7]([C:26]3[CH:31]=[N:30][CH:29]=[CH:28][N:27]=3)[C:6]=2[N:5]=[C:4]2[CH2:13][N:14]([CH:17]3[CH2:20][CH2:19][CH2:18]3)[C:15](=[O:16])[C:3]=12. The yield is 0.630. (9) The reactants are [Br:1][C:2]1[C:3]([F:20])=[C:4]([F:19])[C:5]([NH:11][C:12]2[CH:17]=[CH:16][CH:15]=[CH:14][C:13]=2[F:18])=[C:6]([CH:10]=1)[C:7]([OH:9])=[O:8].S(Cl)(Cl)=O.[CH3:25]O. No catalyst specified. The product is [Br:1][C:2]1[C:3]([F:20])=[C:4]([F:19])[C:5]([NH:11][C:12]2[CH:17]=[CH:16][CH:15]=[CH:14][C:13]=2[F:18])=[C:6]([CH:10]=1)[C:7]([O:9][CH3:25])=[O:8]. The yield is 0.885. (10) The catalyst is C1COCC1.O. The yield is 0.730. The product is [Br:1][C:2]1[CH:3]=[C:4]([Cl:26])[C:5]([CH:8]2[CH2:12][C:11]([CH3:27])([S:13]([C:16]3[CH:21]=[CH:20][CH:19]=[C:18]([C:22]([F:23])([F:24])[F:25])[CH:17]=3)(=[O:15])=[O:14])[CH2:10][O:9]2)=[N:6][CH:7]=1. The reactants are [Br:1][C:2]1[CH:3]=[C:4]([Cl:26])[C:5]([CH:8]2[CH2:12][CH:11]([S:13]([C:16]3[CH:21]=[CH:20][CH:19]=[C:18]([C:22]([F:25])([F:24])[F:23])[CH:17]=3)(=[O:15])=[O:14])[CH2:10][O:9]2)=[N:6][CH:7]=1.[CH3:27]C([O-])(C)C.[K+].C1OCCOCCOCCOCCOCCOC1.